This data is from Full USPTO retrosynthesis dataset with 1.9M reactions from patents (1976-2016). The task is: Predict the reactants needed to synthesize the given product. (1) The reactants are: C([N:3](CC)[CH:4]=[O:5])C.[O:8]1[CH:12]=[CH:11][C:10]([C:13]([OH:15])=O)=[CH:9]1.[C:16](Cl)(=O)C(Cl)=O.Cl.CNOC.C(N(CC)CC)C. Given the product [CH3:16][O:5][CH2:4][NH:3][C:13]([C:10]1[CH:11]=[CH:12][O:8][CH:9]=1)=[O:15], predict the reactants needed to synthesize it. (2) The reactants are: [CH3:1][O:2][CH2:3][CH2:4][CH2:5][O:6][C:7]1[CH:8]=[C:9]2[C:13](=[C:14]([N+:16]([O-])=O)[CH:15]=1)[NH:12][C:11]([C:19]([O:21][CH2:22][CH3:23])=[O:20])=[CH:10]2. Given the product [NH2:16][C:14]1[CH:15]=[C:7]([O:6][CH2:5][CH2:4][CH2:3][O:2][CH3:1])[CH:8]=[C:9]2[C:13]=1[NH:12][C:11]([C:19]([O:21][CH2:22][CH3:23])=[O:20])=[CH:10]2, predict the reactants needed to synthesize it.